This data is from Catalyst prediction with 721,799 reactions and 888 catalyst types from USPTO. The task is: Predict which catalyst facilitates the given reaction. (1) Reactant: Cl[C:2]1[S:3][CH:4]=[CH:5][N:6]=1.[C:7]([O:11][C:12]([CH3:15])([CH3:14])[CH3:13])(=[O:10])[CH2:8][CH3:9].[CH3:16][Si]([N-][Si](C)(C)C)(C)C.[Na+].CI. Product: [CH3:9][C:8]([C:2]1[S:3][CH:4]=[CH:5][N:6]=1)([CH3:16])[C:7]([O:11][C:12]([CH3:15])([CH3:14])[CH3:13])=[O:10]. The catalyst class is: 11. (2) Reactant: C=O.[O:3]1[C:7]2[CH:8]=[CH:9][CH:10]=[CH:11][C:6]=2[N:5]=[C:4]1[C:12]1[C:13]([NH2:29])=[N:14][CH:15]=[C:16]([C:18]2[CH:19]=[N:20][N:21]([CH:23]3[CH2:28][CH2:27][NH:26][CH2:25][CH2:24]3)[CH:22]=2)[N:17]=1.[C:30](O[BH-](OC(=O)C)OC(=O)C)(=O)C.[Na+].N. Product: [O:3]1[C:7]2[CH:8]=[CH:9][CH:10]=[CH:11][C:6]=2[N:5]=[C:4]1[C:12]1[C:13]([NH2:29])=[N:14][CH:15]=[C:16]([C:18]2[CH:19]=[N:20][N:21]([CH:23]3[CH2:24][CH2:25][N:26]([CH3:30])[CH2:27][CH2:28]3)[CH:22]=2)[N:17]=1. The catalyst class is: 100. (3) Reactant: [OH:1][C:2]1[C:11]2[CH2:10][CH2:9][CH2:8][C:7](=[O:12])[C:6]=2[CH:5]=[C:4]([O:13][S:14]([C:17]([F:20])([F:19])[F:18])(=[O:16])=[O:15])[CH:3]=1.C(=O)([O-])[O-].[Cs+].[Cs+].Br[CH2:28][C:29]([O:31][C:32]([CH3:35])([CH3:34])[CH3:33])=[O:30]. Product: [C:32]([O:31][C:29](=[O:30])[CH2:28][O:1][C:2]1[C:11]2[CH2:10][CH2:9][CH2:8][C:7](=[O:12])[C:6]=2[CH:5]=[C:4]([O:13][S:14]([C:17]([F:20])([F:18])[F:19])(=[O:16])=[O:15])[CH:3]=1)([CH3:35])([CH3:34])[CH3:33]. The catalyst class is: 10. (4) Reactant: [Br:1][CH:2]([CH:15]1[CH2:17][CH2:16]1)[C:3]([C:5]1[C:14]2[C:9](=[CH:10][CH:11]=[CH:12][CH:13]=2)[CH:8]=[CH:7][CH:6]=1)=O.[NH:18]1[CH2:22][CH2:21][NH:20][C:19]1=[S:23].CC(O)=O. Product: [BrH:1].[CH:15]1([C:2]2[S:23][C:19]3=[N:18][CH2:22][CH2:21][N:20]3[C:3]=2[C:5]2[C:14]3[C:9](=[CH:10][CH:11]=[CH:12][CH:13]=3)[CH:8]=[CH:7][CH:6]=2)[CH2:17][CH2:16]1. The catalyst class is: 14.